Task: Predict the reaction yield, written as a fraction of the theoretical maximum amount of product (1.0 means a 100% yield; for example, 0.34 means a 34% yield).. Dataset: Buchwald-Hartwig C-N cross coupling reaction yields with 55,370 reactions (1) The reactants are Ic1ccccn1.Cc1ccc(N)cc1.O=S(=O)(O[Pd]1c2ccccc2-c2ccccc2N~1)C(F)(F)F.COc1ccc(OC)c(P(C(C)(C)C)C(C)(C)C)c1-c1c(C(C)C)cc(C(C)C)cc1C(C)C.CN(C)C(=NC(C)(C)C)N(C)C.Cc1ccno1. No catalyst specified. The product is Cc1ccc(Nc2ccccn2)cc1. The yield is 0.652. (2) The reactants are COc1ccc(Cl)cc1.Cc1ccc(N)cc1.O=S(=O)(O[Pd]1c2ccccc2-c2ccccc2N~1)C(F)(F)F.COc1ccc(OC)c(P(C(C)(C)C)C(C)(C)C)c1-c1c(C(C)C)cc(C(C)C)cc1C(C)C.CN1CCCN2CCCN=C12.Cc1ccno1. No catalyst specified. The product is COc1ccc(Nc2ccc(C)cc2)cc1. The yield is 0. (3) The reactants are Ic1ccccn1.Cc1ccc(N)cc1.O=S(=O)(O[Pd]1c2ccccc2-c2ccccc2N~1)C(F)(F)F.COc1ccc(OC)c(P([C@]23C[C@H]4C[C@H](C[C@H](C4)C2)C3)[C@]23C[C@H]4C[C@H](C[C@H](C4)C2)C3)c1-c1c(C(C)C)cc(C(C)C)cc1C(C)C.CCN=P(N=P(N(C)C)(N(C)C)N(C)C)(N(C)C)N(C)C.Cc1ccon1. No catalyst specified. The product is Cc1ccc(Nc2ccccn2)cc1. The yield is 0.943.